Dataset: Full USPTO retrosynthesis dataset with 1.9M reactions from patents (1976-2016). Task: Predict the reactants needed to synthesize the given product. (1) Given the product [CH3:37][O:36][C:33]1[N:32]=[CH:31][C:30]([C:26]2[CH:25]=[C:24]([C:22]3[CH2:21][C:20](=[O:38])[NH:19][C:9]4[CH:10]=[C:11]([O:14][C:15]([F:18])([F:17])[F:16])[CH:12]=[CH:13][C:8]=4[N:7]=3)[CH:29]=[CH:28][CH:27]=2)=[CH:35][CH:34]=1, predict the reactants needed to synthesize it. The reactants are: C(OC(=O)[NH:7][C:8]1[CH:13]=[CH:12][C:11]([O:14][C:15]([F:18])([F:17])[F:16])=[CH:10][C:9]=1[NH:19][C:20](=[O:38])[CH2:21][C:22]([C:24]1[CH:29]=[CH:28][CH:27]=[C:26]([C:30]2[CH:31]=[N:32][C:33]([O:36][CH3:37])=[CH:34][CH:35]=2)[CH:25]=1)=O)(C)(C)C.C(O)(C(F)(F)F)=O. (2) The reactants are: [CH2:1]([O:8][C:9]1[CH:17]=[CH:16][CH:15]=[C:14]2[C:10]=1[CH:11]=[C:12]([C:18]([O:20]CC)=[O:19])[NH:13]2)[C:2]1[CH:7]=[CH:6][CH:5]=[CH:4][CH:3]=1.[OH-].[K+].Cl. Given the product [CH2:1]([O:8][C:9]1[CH:17]=[CH:16][CH:15]=[C:14]2[C:10]=1[CH:11]=[C:12]([C:18]([OH:20])=[O:19])[NH:13]2)[C:2]1[CH:7]=[CH:6][CH:5]=[CH:4][CH:3]=1, predict the reactants needed to synthesize it.